Predict the reaction yield, written as a fraction of the theoretical maximum amount of product (1.0 means a 100% yield; for example, 0.34 means a 34% yield). From a dataset of Reaction yield outcomes from USPTO patents with 853,638 reactions. (1) The reactants are CC(OI1(OC(C)=O)(OC(C)=O)OC(=O)C2C=CC=CC1=2)=O.[OH:23][C@@H:24]1[C@H:28]2[N:29]([C:32](=[O:56])[C@@H:33]([NH:38][C:39](=[O:55])[C:40]3[CH:45]=[CH:44][C:43]([N:46]4[CH2:51][CH2:50][N:49]([CH2:52][CH2:53][CH3:54])[CH2:48][CH2:47]4)=[CH:42][CH:41]=3)[CH2:34][CH:35]([CH3:37])[CH3:36])[CH2:30][CH2:31][C@H:27]2[O:26][CH2:25]1. The catalyst is ClCCl. The product is [CH3:37][CH:35]([CH3:36])[CH2:34][C@H:33]([NH:38][C:39](=[O:55])[C:40]1[CH:45]=[CH:44][C:43]([N:46]2[CH2:51][CH2:50][N:49]([CH2:52][CH2:53][CH3:54])[CH2:48][CH2:47]2)=[CH:42][CH:41]=1)[C:32](=[O:56])[N:29]1[CH2:30][CH2:31][C@H:27]2[O:26][CH2:25][C:24](=[O:23])[C@@H:28]12. The yield is 0.820. (2) The reactants are [S-2].[Na+].[Na+].[S].[Br:5][C:6]1[CH:11]=[C:10]([N+:12]([O-])=O)[CH:9]=[CH:8][C:7]=1[CH:15]([CH3:17])[CH3:16]. The catalyst is C(O)(C)C. The product is [Br:5][C:6]1[CH:11]=[C:10]([CH:9]=[CH:8][C:7]=1[CH:15]([CH3:17])[CH3:16])[NH2:12]. The yield is 0.930. (3) The reactants are [OH:1][C:2]1[CH:3]=[C:4]2[C:8](=[CH:9][CH:10]=1)[NH:7][C:6]([C:11]([O:13][CH3:14])=[O:12])=[CH:5]2.C1(P(C2C=CC=CC=2)C2C=CC=CC=2)C=CC=CC=1.N(C(OCC)=O)=NC(OCC)=O.[CH3:46][C:47]1([CH3:55])[O:52][CH2:51][CH:50]([CH2:53]O)[CH2:49][O:48]1. The catalyst is C(Cl)Cl. The product is [CH3:46][C:47]1([CH3:55])[O:52][CH2:51][CH:50]([CH2:53][O:1][C:2]2[CH:3]=[C:4]3[C:8](=[CH:9][CH:10]=2)[NH:7][C:6]([C:11]([O:13][CH3:14])=[O:12])=[CH:5]3)[CH2:49][O:48]1. The yield is 0.900. (4) The reactants are CON(C)[C:4]([C:6]1[CH:11]=[C:10]([C:12]2[CH:17]=[CH:16][CH:15]=[CH:14][CH:13]=2)[N:9]=[CH:8][N:7]=1)=[O:5].[CH3:19][O:20][C:21]1[CH:22]=[C:23]([Mg]Br)[CH:24]=[C:25]([O:29][CH3:30])[C:26]=1[O:27][CH3:28]. The catalyst is C1COCC1. The product is [C:12]1([C:10]2[N:9]=[CH:8][N:7]=[C:6]([C:4]([C:23]3[CH:24]=[C:25]([O:29][CH3:30])[C:26]([O:27][CH3:28])=[C:21]([O:20][CH3:19])[CH:22]=3)=[O:5])[CH:11]=2)[CH:13]=[CH:14][CH:15]=[CH:16][CH:17]=1. The yield is 0.523. (5) The reactants are [CH2:1]([O:8][C:9]1[CH:10]=[C:11]([CH:15]=[CH:16][CH:17]=1)[C:12]([OH:14])=O)[C:2]1[CH:7]=[CH:6][CH:5]=[CH:4][CH:3]=1.Cl.[CH3:19][NH:20][O:21][CH3:22].C(N(CC)CC)C.O. The catalyst is ClCCl. The product is [CH2:1]([O:8][C:9]1[CH:10]=[C:11]([CH:15]=[CH:16][CH:17]=1)[C:12]([N:20]([O:21][CH3:22])[CH3:19])=[O:14])[C:2]1[CH:3]=[CH:4][CH:5]=[CH:6][CH:7]=1. The yield is 0.810. (6) The reactants are C([NH:5][S:6]([C:9]1[CH:14]=[CH:13][CH:12]=[C:11]([C:15]2[CH:20]=[CH:19][CH:18]=[C:17]([C:21]3[N:26]=[C:25]([CH3:27])[CH:24]=[C:23]([C:28]4[CH:29]=[N:30][C:31]([C:34]([F:37])([F:36])[F:35])=[CH:32][CH:33]=4)[N:22]=3)[N:16]=2)[CH:10]=1)(=[O:8])=[O:7])(C)(C)C.C(O)(C(F)(F)F)=O. No catalyst specified. The product is [CH3:27][C:25]1[CH:24]=[C:23]([C:28]2[CH:29]=[N:30][C:31]([C:34]([F:36])([F:37])[F:35])=[CH:32][CH:33]=2)[N:22]=[C:21]([C:17]2[N:16]=[C:15]([C:11]3[CH:10]=[C:9]([S:6]([NH2:5])(=[O:8])=[O:7])[CH:14]=[CH:13][CH:12]=3)[CH:20]=[CH:19][CH:18]=2)[N:26]=1. The yield is 0.980. (7) The reactants are C([O:14][C:15]1[C:26]2[C:25](=[O:27])[N:24]([CH2:28][C:29]3[CH:34]=[CH:33][C:32]([F:35])=[CH:31][CH:30]=3)[CH:23](O)[C:22]=2[C:21]([O:37][CH3:38])=[C:20]2[C:16]=1[N:17]=[CH:18][N:19]2[CH2:39]C1C=CC=CC=1)(C1C=CC=CC=1)C1C=CC=CC=1.C([SiH](CC)CC)C.FC(F)(F)C(O)=O. The catalyst is C(Cl)Cl. The product is [F:35][C:32]1[CH:33]=[CH:34][C:29]([CH2:28][N:24]2[C:25](=[O:27])[C:26]3[C:22](=[C:21]([O:37][CH3:38])[C:20]4[N:19]=[CH:39][CH:18]=[N:17][C:16]=4[C:15]=3[OH:14])[CH2:23]2)=[CH:30][CH:31]=1. The yield is 1.00. (8) The catalyst is CO.O. The yield is 0.490. The product is [CH2:13]([C:12]([C:9]1[CH:10]=[CH:11][C:6]([CH2:5][CH2:4][C:3]([OH:33])=[O:2])=[C:7]([CH3:32])[CH:8]=1)([C:15]1[CH:20]=[CH:19][C:18]([C:21]#[C:22][C:23]([CH2:24][CH3:25])([OH:26])[CH2:27][CH3:28])=[C:17]([CH3:29])[CH:16]=1)[CH2:30][CH3:31])[CH3:14]. The reactants are C[O:2][C:3](=[O:33])[CH2:4][CH2:5][C:6]1[CH:11]=[CH:10][C:9]([C:12]([CH2:30][CH3:31])([C:15]2[CH:20]=[CH:19][C:18]([C:21]#[C:22][C:23]([CH2:27][CH3:28])([OH:26])[CH2:24][CH3:25])=[C:17]([CH3:29])[CH:16]=2)[CH2:13][CH3:14])=[CH:8][C:7]=1[CH3:32].[OH-].[K+].[NH4+].[Cl-]. (9) The reactants are C([O:5][C:6]([N:8]1[CH2:11][CH:10]([CH2:12][C:13]2[CH:18]=[CH:17][CH:16]=[CH:15][C:14]=2[O:19][CH3:20])[CH2:9]1)=O)(C)(C)C.C(O)([C:23]([F:26])([F:25])[F:24])=O.C(N(CC)CC)C.FC(F)(F)C(OC(=O)C(F)(F)F)=O.C([O-])(O)=O.[Na+]. The catalyst is C(Cl)Cl.CCOC(C)=O. The product is [F:24][C:23]([F:26])([F:25])[C:6]([N:8]1[CH2:11][CH:10]([CH2:12][C:13]2[CH:18]=[CH:17][CH:16]=[CH:15][C:14]=2[O:19][CH3:20])[CH2:9]1)=[O:5]. The yield is 0.750. (10) The reactants are [C:1]([C:3]1[CH:8]=[CH:7][C:6](B(O)O)=[C:5]([CH3:12])[CH:4]=1)#[N:2].C[Si]([N-][Si](C)(C)C)(C)C.[Na+].I[CH:24]1[CH2:27][O:26][CH2:25]1. The catalyst is C(O)(C)C.C(O)C.I[Ni]I.Cl.N[C@H]1CCCC[C@@H]1O. The product is [CH3:12][C:5]1[CH:4]=[C:3]([CH:8]=[CH:7][C:6]=1[CH:24]1[CH2:27][O:26][CH2:25]1)[C:1]#[N:2]. The yield is 0.654.